Dataset: Catalyst prediction with 721,799 reactions and 888 catalyst types from USPTO. Task: Predict which catalyst facilitates the given reaction. (1) Reactant: [NH:1]1[C:9]2[C:4](=[CH:5][C:6]([C:10]3[C:18]4[C:17]([NH2:19])=[N:16][CH:15]=[N:14][C:13]=4[O:12][CH:11]=3)=[CH:7][CH:8]=2)[CH2:3][CH2:2]1.CN(C(ON1N=NC2C=CC=NC1=2)=[N+](C)C)C.F[P-](F)(F)(F)(F)F.CCN(C(C)C)C(C)C.[Cl:53][C:54]1[CH:55]=[C:56]([CH2:61][C:62](O)=[O:63])[CH:57]=[C:58]([F:60])[CH:59]=1. Product: [Cl:53][C:54]1[CH:55]=[C:56]([CH2:61][C:62]([N:1]2[C:9]3[C:4](=[CH:5][C:6]([C:10]4[C:18]5[C:17]([NH2:19])=[N:16][CH:15]=[N:14][C:13]=5[O:12][CH:11]=4)=[CH:7][CH:8]=3)[CH2:3][CH2:2]2)=[O:63])[CH:57]=[C:58]([F:60])[CH:59]=1. The catalyst class is: 655. (2) Reactant: [CH3:1][N:2]1[C:6](/[CH:7]=[CH:8]/[C:9]([O:11][CH3:12])=[O:10])=[CH:5][C:4]([N+:13]([O-])=O)=[N:3]1. Product: [NH2:13][C:4]1[CH:5]=[C:6]([CH2:7][CH2:8][C:9]([O:11][CH3:12])=[O:10])[N:2]([CH3:1])[N:3]=1. The catalyst class is: 349. (3) Reactant: [C:1]12([CH2:11][O:12][C:13]3[C:25](Cl)=[CH:24][C:16]([C:17]([O:19][C:20]([CH3:23])([CH3:22])[CH3:21])=[O:18])=[C:15]([F:27])[CH:14]=3)[CH2:10][CH:5]3[CH2:6][CH:7]([CH2:9][CH:3]([CH2:4]3)[CH2:2]1)[CH2:8]2.[CH:28](B1OC(C)(C)C(C)(C)O1)=[CH2:29].C(=O)([O-])[O-].[Na+].[Na+].F[B-](F)(F)F.C(P(CCCC)CCCC)CCC. Product: [C:1]12([CH2:11][O:12][C:13]3[C:25]([CH:28]=[CH2:29])=[CH:24][C:16]([C:17]([O:19][C:20]([CH3:23])([CH3:22])[CH3:21])=[O:18])=[C:15]([F:27])[CH:14]=3)[CH2:10][CH:5]3[CH2:6][CH:7]([CH2:9][CH:3]([CH2:4]3)[CH2:2]1)[CH2:8]2. The catalyst class is: 333. (4) Reactant: [Cl:1][C:2]1[CH:7]=[CH:6][C:5]([C:8]2[C:12]([C:13]([OH:15])=[O:14])=[C:11](C(O)=O)[S:10][N:9]=2)=[CH:4][CH:3]=1. Product: [Cl:1][C:2]1[CH:3]=[CH:4][C:5]([C:8]2[C:12]([C:13]([OH:15])=[O:14])=[CH:11][S:10][N:9]=2)=[CH:6][CH:7]=1. The catalyst class is: 262. (5) Reactant: [CH3:1][C:2]1[O:6][N:5]=[C:4]([C:7]([OH:9])=O)[CH:3]=1.C1CCC(N=C=NC2CCCCC2)CC1.[C:25]([O:28][C@H:29]([C:32]#[C:33][C:34]#[C:35][C@H:36]([NH2:46])[CH2:37][CH2:38][CH2:39][CH2:40][CH2:41][CH2:42][CH2:43][CH2:44][CH3:45])[CH:30]=[CH2:31])(=[O:27])[CH3:26]. Product: [C:25]([O:28][C@H:29]([C:32]#[C:33][C:34]#[C:35][C@H:36]([NH:46][C:7]([C:4]1[CH:3]=[C:2]([CH3:1])[O:6][N:5]=1)=[O:9])[CH2:37][CH2:38][CH2:39][CH2:40][CH2:41][CH2:42][CH2:43][CH2:44][CH3:45])[CH:30]=[CH2:31])(=[O:27])[CH3:26]. The catalyst class is: 64. (6) Reactant: [C:1]([O:5][C:6]([N:8]1[CH:13]([CH2:14][CH2:15][C:16]2[CH:21]=[CH:20][CH:19]=[CH:18][CH:17]=2)[CH2:12][O:11][CH:10]([C:22](O)=[O:23])[CH2:9]1)=[O:7])([CH3:4])([CH3:3])[CH3:2].CN(C(ON1N=NC2C=CC=NC1=2)=[N+](C)C)C.F[P-](F)(F)(F)(F)F.[F:49][C:50]1[CH:58]=[CH:57][C:53]([C:54]([NH2:56])=[S:55])=[CH:52][CH:51]=1.CCN(C(C)C)C(C)C. Product: [F:49][C:50]1[CH:58]=[CH:57][C:53]([C:54]([NH:56][C:22]([CH:10]2[O:11][CH2:12][CH:13]([CH2:14][CH2:15][C:16]3[CH:17]=[CH:18][CH:19]=[CH:20][CH:21]=3)[N:8]([C:6]([O:5][C:1]([CH3:4])([CH3:3])[CH3:2])=[O:7])[CH2:9]2)=[O:23])=[S:55])=[CH:52][CH:51]=1. The catalyst class is: 4. (7) Reactant: [CH3:1][O:2][C:3]1[CH:4]=[C:5]([CH2:9][C:10]#[N:11])[CH:6]=[CH:7][CH:8]=1.[C:12]1([CH2:18][C:19](OCC)=[O:20])[CH:17]=[CH:16][CH:15]=[CH:14][CH:13]=1.[O-]CC.[Na+]. Product: [CH3:1][O:2][C:3]1[CH:4]=[C:5]([CH:9]([C:19](=[O:20])[CH2:18][C:12]2[CH:17]=[CH:16][CH:15]=[CH:14][CH:13]=2)[C:10]#[N:11])[CH:6]=[CH:7][CH:8]=1. The catalyst class is: 8. (8) Reactant: C(OC([C:11]1[C:19]2[C:14](=[CH:15][CH:16]=[C:17](CCOS(C)(=O)=O)[CH:18]=2)[NH:13][C:12]=1C)=O)C1C=CC=CC=1.C([N:31](C1CCNC1)C)(=O)C. Product: [NH:13]1[C:14]2[C:19](=[CH:18][CH:17]=[CH:16][CH:15]=2)[CH:11]=[C:12]1[NH2:31]. The catalyst class is: 12. (9) Reactant: [Cl:1][C:2]1[CH:3]=[C:4]2[C:9](=[CH:10][CH:11]=1)[CH:8]=[C:7]([S:12]([NH:15][C@H:16]1[CH2:20][CH2:19][N:18]([C@@H:21]([CH3:38])[C:22]([N:24]([CH:35]([CH3:37])[CH3:36])[CH2:25][CH2:26][NH:27]C(=O)OC(C)(C)C)=[O:23])[C:17]1=[O:39])(=[O:14])=[O:13])[CH:6]=[CH:5]2.FC(F)(F)C(O)=O. Product: [NH2:27][CH2:26][CH2:25][N:24]([CH:35]([CH3:37])[CH3:36])[C:22](=[O:23])[C@@H:21]([N:18]1[CH2:19][CH2:20][C@H:16]([NH:15][S:12]([C:7]2[CH:6]=[CH:5][C:4]3[C:9](=[CH:10][CH:11]=[C:2]([Cl:1])[CH:3]=3)[CH:8]=2)(=[O:13])=[O:14])[C:17]1=[O:39])[CH3:38]. The catalyst class is: 2. (10) Reactant: ClCCl.[CH3:4][C:5]1[N:9]([CH2:10][CH2:11][OH:12])[C:8]([N+:13]([O-:15])=[O:14])=[CH:7][N:6]=1.[CH3:16][S:17](Cl)(=[O:19])=[O:18]. Product: [CH3:16][S:17]([O:12][CH2:11][CH2:10][N:9]1[C:8]([N+:13]([O-:15])=[O:14])=[CH:7][N:6]=[C:5]1[CH3:4])(=[O:19])=[O:18]. The catalyst class is: 66.